Dataset: Catalyst prediction with 721,799 reactions and 888 catalyst types from USPTO. Task: Predict which catalyst facilitates the given reaction. (1) Reactant: Cl.[NH2:2][CH2:3][C:4]1[CH:13]=[CH:12][CH:11]=[C:10]2[C:5]=1[C:6](=[O:23])[N:7]([CH:15]1[CH2:20][CH2:19][C:18](=[O:21])[NH:17][C:16]1=[O:22])[C:8]([CH3:14])=[N:9]2.[Cl:24][C:25]1[CH:33]=[CH:32][C:28]([C:29](Cl)=[O:30])=[CH:27][CH:26]=1.C(N(CC)C(C)C)(C)C. Product: [Cl:24][C:25]1[CH:33]=[CH:32][C:28]([C:29]([NH:2][CH2:3][C:4]2[CH:13]=[CH:12][CH:11]=[C:10]3[C:5]=2[C:6](=[O:23])[N:7]([CH:15]2[CH2:20][CH2:19][C:18](=[O:21])[NH:17][C:16]2=[O:22])[C:8]([CH3:14])=[N:9]3)=[O:30])=[CH:27][CH:26]=1. The catalyst class is: 10. (2) Reactant: [F:1][C:2]([F:31])([F:30])[C:3]1[CH:29]=[CH:28][CH:27]=[CH:26][C:4]=1[O:5][CH:6]1[CH2:11][CH2:10][N:9]([C:12]2[N:17]=[CH:16][C:15]([N:18]3[CH:22]=[C:21]([CH2:23][CH2:24][OH:25])[N:20]=[N:19]3)=[CH:14][N:13]=2)[CH2:8][CH2:7]1.CC(OI1(OC(C)=O)(OC(C)=O)OC(=O)C2C=CC=CC1=2)=O. Product: [F:30][C:2]([F:1])([F:31])[C:3]1[CH:29]=[CH:28][CH:27]=[CH:26][C:4]=1[O:5][CH:6]1[CH2:11][CH2:10][N:9]([C:12]2[N:17]=[CH:16][C:15]([N:18]3[CH:22]=[C:21]([CH2:23][CH:24]=[O:25])[N:20]=[N:19]3)=[CH:14][N:13]=2)[CH2:8][CH2:7]1. The catalyst class is: 4. (3) Reactant: [CH3:1][C:2]1[CH:10]=[C:9]2[C:5]([C:6]([C:11]3[N:12]=[C:13]4[C:19]([C:20](O)=[O:21])=[CH:18][NH:17][C:14]4=[N:15][CH:16]=3)=[N:7][NH:8]2)=[CH:4][CH:3]=1.CCN=C=NCCCN(C)C.[NH2:34][C:35]1([CH2:38][OH:39])[CH2:37][CH2:36]1.O. Product: [OH:39][CH2:38][C:35]1([NH:34][C:20]([C:19]2[C:13]3[C:14](=[N:15][CH:16]=[C:11]([C:6]4[C:5]5[C:9](=[CH:10][C:2]([CH3:1])=[CH:3][CH:4]=5)[NH:8][N:7]=4)[N:12]=3)[NH:17][CH:18]=2)=[O:21])[CH2:37][CH2:36]1. The catalyst class is: 241. (4) Reactant: N[C@H:2]([C:6]1C=CC=CC=1)[C@@H:3]([OH:5])[CH3:4].Br[C:13]1[CH:14]=[CH:15][C:16]2[O:17][CH2:18][C:19](=[O:23])[NH:20][C:21]=2[N:22]=1. Product: [CH2:15]([C@H:16]1[CH2:21][N:20]([C:13]2[CH:14]=[CH:15][C:16]3[O:17][CH2:18][C:19](=[O:23])[NH:20][C:21]=3[N:22]=2)[CH2:4][C@@H:3]([CH2:2][CH3:6])[O:5]1)[CH3:14]. The catalyst class is: 16. (5) Reactant: [NH2:1][C:2]1[N:3]([C:16]2[C:17]([CH3:27])=[C:18]([CH:24]=[CH:25][CH:26]=2)[O:19][CH2:20][C:21](O)=[O:22])[N:4]=[C:5]2[C:14]3[CH:13]=[CH:12][CH:11]=[CH:10][C:9]=3[NH:8][C:7](=[O:15])[C:6]=12.[CH3:28][S:29]([NH2:32])(=[O:31])=[O:30]. Product: [NH2:1][C:2]1[N:3]([C:16]2[C:17]([CH3:27])=[C:18]([CH:24]=[CH:25][CH:26]=2)[O:19][CH2:20][C:21]([NH:32][S:29]([CH3:28])(=[O:31])=[O:30])=[O:22])[N:4]=[C:5]2[C:14]3[CH:13]=[CH:12][CH:11]=[CH:10][C:9]=3[NH:8][C:7](=[O:15])[C:6]=12. The catalyst class is: 468. (6) Reactant: C[O:2][CH:3](OC)[CH2:4][N:5]1[CH2:10][C@@H:9]2[CH2:11][C@H:6]1[CH2:7][O:8]2.[ClH:14]. Product: [ClH:14].[C@H:9]12[CH2:11][C@H:6]([N:5]([CH2:4][CH:3]=[O:2])[CH2:10]1)[CH2:7][O:8]2. The catalyst class is: 6.